This data is from Reaction yield outcomes from USPTO patents with 853,638 reactions. The task is: Predict the reaction yield, written as a fraction of the theoretical maximum amount of product (1.0 means a 100% yield; for example, 0.34 means a 34% yield). (1) The reactants are C(OC([N:11]1[CH2:16][CH2:15][CH2:14][C@@H:13]([C:17](=[O:27])[NH:18][CH2:19][CH2:20][C:21]2[CH:26]=[CH:25][CH:24]=[CH:23][CH:22]=2)[N:12]1[C:28](=[O:53])[C@@H:29]([N:42]1[C:50](=[O:51])[C:49]2[C:44](=[CH:45][CH:46]=[CH:47][CH:48]=2)[C:43]1=[O:52])[CH2:30][CH2:31][C:32]([O:34]CC1C=CC=CC=1)=[O:33])=O)C1C=CC=CC=1. The catalyst is CO.[Pd]. The product is [O:51]=[C:50]1[C:49]2[C:44](=[CH:45][CH:46]=[CH:47][CH:48]=2)[C:43](=[O:52])[N:42]1[C@H:29]([C:28](=[O:53])[N:12]1[C@H:13]([C:17](=[O:27])[NH:18][CH2:19][CH2:20][C:21]2[CH:22]=[CH:23][CH:24]=[CH:25][CH:26]=2)[CH2:14][CH2:15][CH2:16][NH:11]1)[CH2:30][CH2:31][C:32]([OH:34])=[O:33]. The yield is 0.953. (2) The reactants are [CH3:1][C:2]1[N:11]([CH:12]2[CH2:17][CH2:16][C:15](=[O:18])[NH:14][C:13]2=[O:19])[C:10](=[O:20])[C:9]2[C:4](=[CH:5][CH:6]=[CH:7][C:8]=2[N+:21]([O-])=O)[N:3]=1. The catalyst is CN(C=O)C.[OH-].[OH-].[Pd+2]. The product is [NH2:21][C:8]1[CH:7]=[CH:6][CH:5]=[C:4]2[C:9]=1[C:10](=[O:20])[N:11]([CH:12]1[CH2:17][CH2:16][C:15](=[O:18])[NH:14][C:13]1=[O:19])[C:2]([CH3:1])=[N:3]2. The yield is 0.690. (3) The reactants are [CH2:1]([O:8][C:9]([NH:11][C@@H:12]([CH:16]([CH3:18])[CH3:17])[C:13]([OH:15])=O)=[O:10])[C:2]1[CH:7]=[CH:6][CH:5]=[CH:4][CH:3]=1.Cl.[CH3:20][O:21]CN.CCN=C=NCCC[N:32]([CH3:34])C.Cl.CCN(C(C)C)C(C)C. The catalyst is C(Cl)Cl. The product is [CH2:1]([O:8][C:9](=[O:10])[NH:11][C@H:12]([C:13](=[O:15])[N:32]([O:21][CH3:20])[CH3:34])[CH:16]([CH3:18])[CH3:17])[C:2]1[CH:3]=[CH:4][CH:5]=[CH:6][CH:7]=1. The yield is 0.870. (4) The reactants are [H-].[Na+].[O:3]=[C:4]([CH2:12][CH2:13][CH2:14][CH2:15][CH3:16])[CH2:5]P(=O)(OC)OC.[CH3:17][O:18][C:19](=[O:35])[CH2:20][CH2:21][CH2:22][CH2:23][CH2:24][CH2:25][N:26]1[C:31](=[O:32])[CH2:30][CH2:29][CH2:28][C@@H:27]1[CH:33]=O. The catalyst is C1COCC1. The product is [CH3:17][O:18][C:19](=[O:35])[CH2:20][CH2:21][CH2:22][CH2:23][CH2:24][CH2:25][N:26]1[C@@H:27](/[CH:33]=[CH:5]/[C:4](=[O:3])[CH2:12][CH2:13][CH2:14][CH2:15][CH3:16])[CH2:28][CH2:29][CH2:30][C:31]1=[O:32]. The yield is 0.900.